This data is from Peptide-MHC class II binding affinity with 134,281 pairs from IEDB. The task is: Regression. Given a peptide amino acid sequence and an MHC pseudo amino acid sequence, predict their binding affinity value. This is MHC class II binding data. (1) The peptide sequence is RNLKNAGLIVGQMIL. The MHC is DRB5_0101 with pseudo-sequence DRB5_0101. The binding affinity (normalized) is 0.565. (2) The peptide sequence is GELQIVDKIVAAFKI. The MHC is DRB1_0401 with pseudo-sequence DRB1_0401. The binding affinity (normalized) is 0.605. (3) The peptide sequence is GIVVAWKVRLLPVPP. The MHC is DRB1_0802 with pseudo-sequence DRB1_0802. The binding affinity (normalized) is 0.738. (4) The peptide sequence is SSDDQVSLIKIPCLS. The MHC is DRB1_0301 with pseudo-sequence DRB1_0301. The binding affinity (normalized) is 0.202. (5) The peptide sequence is GAGDLQTLALEVAQQKRG. The MHC is H-2-IAk with pseudo-sequence H-2-IAk. The binding affinity (normalized) is 0.293. (6) The peptide sequence is SSPDNVKPLYIITPT. The MHC is HLA-DPA10301-DPB10402 with pseudo-sequence HLA-DPA10301-DPB10402. The binding affinity (normalized) is 0.205. (7) The peptide sequence is PKISFEPIPIHYCAPAGFAI. The MHC is DRB1_0301 with pseudo-sequence DRB1_0301. The binding affinity (normalized) is 0.176. (8) The peptide sequence is PSWASVKEDLVAYGG. The MHC is DRB3_0202 with pseudo-sequence DRB3_0202. The binding affinity (normalized) is 0. (9) The binding affinity (normalized) is 0.583. The peptide sequence is PRSLFPEFSELFAAF. The MHC is HLA-DPA10201-DPB10101 with pseudo-sequence HLA-DPA10201-DPB10101. (10) The peptide sequence is TLAHMAVTRALLTDD. The MHC is H-2-IAd with pseudo-sequence H-2-IAd. The binding affinity (normalized) is 0.779.